From a dataset of Reaction yield outcomes from USPTO patents with 853,638 reactions. Predict the reaction yield, written as a fraction of the theoretical maximum amount of product (1.0 means a 100% yield; for example, 0.34 means a 34% yield). (1) The reactants are [Cl-].O[NH3+:3].[C:4](=[O:7])([O-])[OH:5].[Na+].CS(C)=O.[F:13][C:14]1[CH:15]=[C:16]([C:40]2[C:41]([C:46]#[N:47])=[CH:42][CH:43]=[CH:44][CH:45]=2)[CH:17]=[CH:18][C:19]=1[CH2:20][C:21]1[C:22](=[O:39])[N:23]([CH:33]2[CH2:38][CH2:37][CH2:36][O:35][CH2:34]2)[C:24]2[N:25]([N:30]=[CH:31][N:32]=2)[C:26]=1[CH2:27][CH2:28][CH3:29]. The catalyst is C(OCC)(=O)C. The product is [F:13][C:14]1[CH:15]=[C:16]([C:40]2[CH:45]=[CH:44][CH:43]=[CH:42][C:41]=2[C:46]2[NH:3][C:4](=[O:7])[O:5][N:47]=2)[CH:17]=[CH:18][C:19]=1[CH2:20][C:21]1[C:22](=[O:39])[N:23]([CH:33]2[CH2:38][CH2:37][CH2:36][O:35][CH2:34]2)[C:24]2[N:25]([N:30]=[CH:31][N:32]=2)[C:26]=1[CH2:27][CH2:28][CH3:29]. The yield is 0.560. (2) The reactants are NC1C=CC=CC=1C1C([C:14]([C:16]2[C:21]([C:22]3[CH:27]=[CH:26][CH:25]=[CH:24][C:23]=3[NH2:28])=[CH:20][CH:19]=[CH:18][N:17]=2)=O)=NC=CC=1.[NH2:29][C:30](N)=[O:31]. The catalyst is C(O)(=O)C. The product is [N:17]1[CH:18]=[CH:19][CH:20]=[CH:14][C:16]=1[C:21]1[C:22]2[C:23](=[CH:24][CH:25]=[CH:26][CH:27]=2)[NH:28][C:30](=[O:31])[N:29]=1. The yield is 0.780. (3) The reactants are C[O:2][C:3]([C@@:5]12[CH2:23][C@H:22]1[CH:21]=[CH:20][CH2:19][CH2:18][CH2:17][CH2:16][N:15]([CH3:24])[C:14](=[O:25])[N:13]1[C@@H:8]([CH2:9][C@H:10]([O:26][C:27]3[C:36]4[C:31](=[C:32]([CH3:39])[C:33]([O:37][CH3:38])=[CH:34][CH:35]=4)[N:30]=[C:29]([C:40]4[S:41][CH:42]=[C:43]([C:45]#[CH:46])[N:44]=4)[CH:28]=3)[CH2:11][CH2:12]1)[C:7](=[O:47])[NH:6]2)=[O:4].[Li+].[OH-].Cl. The catalyst is O1CCCC1.O. The product is [C:45]([C:43]1[N:44]=[C:40]([C:29]2[CH:28]=[C:27]([O:26][C@H:10]3[CH2:9][C@@H:8]4[N:13]([C:14](=[O:25])[N:15]([CH3:24])[CH2:16][CH2:17][CH2:18][CH2:19][CH:20]=[CH:21][C@H:22]5[C@:5]([C:3]([OH:4])=[O:2])([NH:6][C:7]4=[O:47])[CH2:23]5)[CH2:12][CH2:11]3)[C:36]3[C:31](=[C:32]([CH3:39])[C:33]([O:37][CH3:38])=[CH:34][CH:35]=3)[N:30]=2)[S:41][CH:42]=1)#[CH:46]. The yield is 0.460. (4) The reactants are Br[C:2]1[O:6][C:5]2[C:7](=[O:16])[C:8]3[C:13]([C:14](=[O:15])[C:4]=2[CH:3]=1)=[CH:12][CH:11]=[CH:10][CH:9]=3.C(S)[CH2:18][S:19]([O-])(=O)=O.[Na+]. The catalyst is O1CCCC1.O. The product is [CH3:18][S:19][C:2]1[O:6][C:5]2[C:7](=[O:16])[C:8]3[C:13]([C:14](=[O:15])[C:4]=2[CH:3]=1)=[CH:12][CH:11]=[CH:10][CH:9]=3. The yield is 0.900. (5) The reactants are [N:1]1[CH:6]=[CH:5][CH:4]=[N:3][C:2]=1[S:7][C:8]1[CH:13]=[CH:12][CH:11]=[CH:10][C:9]=1[NH2:14].[C:15]([N:18]1[CH2:23][CH2:22][CH2:21][CH2:20][C:19]1=O)(=[O:17])[CH3:16].C(O)(=O)C.[BH-](OC(C)=O)(OC(C)=O)OC(C)=O.[Na+]. The catalyst is ClCCCl.C(Cl)Cl. The product is [N:1]1[CH:6]=[CH:5][CH:4]=[N:3][C:2]=1[S:7][C:8]1[CH:13]=[CH:12][CH:11]=[CH:10][C:9]=1[NH:14][CH:21]1[CH2:22][CH2:23][N:18]([C:15](=[O:17])[CH3:16])[CH2:19][CH2:20]1. The yield is 0.220. (6) The reactants are [F:1][C:2]1[CH:7]=[C:6](I)[CH:5]=[CH:4][C:3]=1[N:9]1[CH:14]=[C:13]([O:15][CH3:16])[C:12](=[O:17])[C:11]([C:18]2[N:22]([C:23]3[CH:28]=[CH:27][CH:26]=[CH:25][CH:24]=3)[N:21]=[CH:20][CH:19]=2)=[N:10]1.[C:29]([O:33][C:34]([CH3:37])([CH3:36])[CH3:35])(=[O:32])[NH:30][NH2:31].C([O-])([O-])=O.[Cs+].[Cs+].O. The catalyst is CN(C=O)C.[Cu]I.N1C2C(=CC=C3C=2N=CC=C3)C=CC=1. The product is [F:1][C:2]1[CH:7]=[C:6]([N:30]([C:29]([O:33][C:34]([CH3:37])([CH3:36])[CH3:35])=[O:32])[NH2:31])[CH:5]=[CH:4][C:3]=1[N:9]1[CH:14]=[C:13]([O:15][CH3:16])[C:12](=[O:17])[C:11]([C:18]2[N:22]([C:23]3[CH:28]=[CH:27][CH:26]=[CH:25][CH:24]=3)[N:21]=[CH:20][CH:19]=2)=[N:10]1. The yield is 0.830.